This data is from Reaction yield outcomes from USPTO patents with 853,638 reactions. The task is: Predict the reaction yield, written as a fraction of the theoretical maximum amount of product (1.0 means a 100% yield; for example, 0.34 means a 34% yield). The reactants are [CH2:1]([O:8][C:9]([NH:11][C@H:12]([C:14](=[S:16])[NH2:15])[CH3:13])=[O:10])[C:2]1[CH:7]=[CH:6][CH:5]=[CH:4][CH:3]=1.Br[CH2:18][C:19](=O)[C:20]([F:23])([F:22])[F:21].C([O-])(O)=O.[Na+]. The catalyst is CC(C)=O. The product is [CH2:1]([O:8][C:9]([NH:11][C@H:12]([C:14]1[S:16][CH:18]=[C:19]([C:20]([F:23])([F:22])[F:21])[N:15]=1)[CH3:13])=[O:10])[C:2]1[CH:3]=[CH:4][CH:5]=[CH:6][CH:7]=1. The yield is 0.790.